This data is from Full USPTO retrosynthesis dataset with 1.9M reactions from patents (1976-2016). The task is: Predict the reactants needed to synthesize the given product. Given the product [O:10]1[CH:11]=[CH:12][C:8]([C:5]2[CH:4]=[CH:3][C:2]([CH:1]=[O:21])=[CH:7][CH:6]=2)=[N:9]1, predict the reactants needed to synthesize it. The reactants are: [CH3:1][C:2]1[CH:7]=[CH:6][C:5]([C:8]2[CH:12]=[CH:11][O:10][N:9]=2)=[CH:4][CH:3]=1.CC1C=CC(C2[O:21]C=CN=2)=CC=1.